This data is from Reaction yield outcomes from USPTO patents with 853,638 reactions. The task is: Predict the reaction yield, written as a fraction of the theoretical maximum amount of product (1.0 means a 100% yield; for example, 0.34 means a 34% yield). (1) The reactants are Cl[C:2]1[C:3]([NH2:9])=[N:4][CH:5]=[N:6][C:7]=1Cl.[O:10]([C:17]1[CH:22]=[CH:21][C:20](B(O)O)=[CH:19][CH:18]=1)[C:11]1[CH:16]=[CH:15][CH:14]=[CH:13][CH:12]=1.[NH2:26][CH:27]1[CH2:30][C:29]2([CH2:34][CH2:33][N:32]([C:35]([O:37]C(C)(C)C)=O)[CH2:31]2)[CH2:28]1.Cl.[CH3:43][N:44]([CH3:51])[CH2:45]/[CH:46]=[CH:47]/C(O)=O. No catalyst specified. The product is [NH2:9][C:3]1[N:4]=[CH:5][N:6]=[C:7]([NH:26][CH:27]2[CH2:28][C:29]3([CH2:34][CH2:33][N:32]([C:35](=[O:37])/[CH:47]=[CH:46]/[CH2:45][N:44]([CH3:51])[CH3:43])[CH2:31]3)[CH2:30]2)[C:2]=1[C:20]1[CH:21]=[CH:22][C:17]([O:10][C:11]2[CH:16]=[CH:15][CH:14]=[CH:13][CH:12]=2)=[CH:18][CH:19]=1. The yield is 0.0540. (2) The reactants are C([O:5][C:6](=O)[NH:7][CH:8]1[CH2:13][CH2:12][N:11]([S:14]([C:17]2[CH:22]=[CH:21][C:20]([CH2:23][NH:24][C:25](=[O:33])[CH2:26][C:27]3[CH:32]=[CH:31][CH:30]=[CH:29][CH:28]=3)=[CH:19][CH:18]=2)(=[O:16])=[O:15])[CH2:10][CH2:9]1)(C)(C)C.Cl.[CH:36](N(C(C)C)CC)(C)[CH3:37].C(Cl)(=O)C=C. The catalyst is O1CCOCC1.C(Cl)Cl. The product is [C:27]1([CH2:26][C:25]([NH:24][CH2:23][C:20]2[CH:19]=[CH:18][C:17]([S:14]([N:11]3[CH2:10][CH2:9][CH:8]([NH:7][C:6](=[O:5])[CH:36]=[CH2:37])[CH2:13][CH2:12]3)(=[O:15])=[O:16])=[CH:22][CH:21]=2)=[O:33])[CH:32]=[CH:31][CH:30]=[CH:29][CH:28]=1. The yield is 0.180. (3) The reactants are [N+:1]([C:4]1[CH:9]=[CH:8][C:7]([OH:10])=[CH:6][CH:5]=1)([O-:3])=[O:2].Cl[CH2:12][C:13]1[O:17][N:16]=[C:15]([C:18]2[CH:23]=[CH:22][CH:21]=[CH:20][CH:19]=2)[N:14]=1.C([O-])([O-])=O.[K+].[K+]. The catalyst is CC(C)=O. The product is [N+:1]([C:4]1[CH:9]=[CH:8][C:7]([O:10][CH2:12][C:13]2[O:17][N:16]=[C:15]([C:18]3[CH:19]=[CH:20][CH:21]=[CH:22][CH:23]=3)[N:14]=2)=[CH:6][CH:5]=1)([O-:3])=[O:2]. The yield is 0.920. (4) The reactants are [CH2:1]([C:3]1[N:12]([CH2:13][CH2:14]O)[C:11](=[O:16])[C:10]2[C:5](=[CH:6][CH:7]=[CH:8][CH:9]=2)[N:4]=1)[CH3:2].S(Cl)([Cl:19])=O.C(Cl)(Cl)Cl. The catalyst is CCCCCC. The product is [Cl:19][CH2:14][CH2:13][N:12]1[C:11](=[O:16])[C:10]2[C:5](=[CH:6][CH:7]=[CH:8][CH:9]=2)[N:4]=[C:3]1[CH2:1][CH3:2]. The yield is 0.328. (5) The catalyst is [Cl-].C([N+](CC)(CC)CC)C. The reactants are [ClH:1].[NH2:2][C:3]1[N:8]=[C:7](O)[C:6]([NH2:10])=[C:5](O)[N:4]=1.P(Cl)(Cl)([Cl:14])=O. The product is [Cl:1][C:5]1[C:6]([NH2:10])=[C:7]([Cl:14])[N:8]=[C:3]([NH2:2])[N:4]=1. The yield is 0.640. (6) The reactants are [Cl:1][C:2]1[CH:7]=[C:6]([O:8][CH2:9][CH:10]=[C:11]([Cl:13])[Cl:12])[CH:5]=[C:4]([Cl:14])[C:3]=1[OH:15].[Br:16][CH2:17][CH2:18][CH2:19]Br.C(=O)([O-])[O-].[K+].[K+]. The catalyst is CN(C)C=O. The product is [Br:16][CH2:17][CH2:18][CH2:19][O:15][C:3]1[C:2]([Cl:1])=[CH:7][C:6]([O:8][CH2:9][CH:10]=[C:11]([Cl:13])[Cl:12])=[CH:5][C:4]=1[Cl:14]. The yield is 0.430. (7) The reactants are [F:1][C:2]1([F:32])[CH2:6][CH2:5][N:4]([C:7]2[N:12]=[C:11]([C:13]3([C:19]#[N:20])[CH2:18][CH2:17][NH:16][CH2:15][CH2:14]3)[CH:10]=[C:9]([NH:21][C:22]3[CH:27]=[C:26]([C:28]([F:31])([F:30])[F:29])[CH:25]=[CH:24][N:23]=3)[N:8]=2)[CH2:3]1.C(N(C(C)C)C(C)C)C.[C:42](OC(=O)C)(=[O:44])[CH3:43]. The catalyst is CN(C1C=CN=CC=1)C.ClCCl. The product is [C:42]([N:16]1[CH2:17][CH2:18][C:13]([C:11]2[CH:10]=[C:9]([NH:21][C:22]3[CH:27]=[C:26]([C:28]([F:29])([F:30])[F:31])[CH:25]=[CH:24][N:23]=3)[N:8]=[C:7]([N:4]3[CH2:5][CH2:6][C:2]([F:1])([F:32])[CH2:3]3)[N:12]=2)([C:19]#[N:20])[CH2:14][CH2:15]1)(=[O:44])[CH3:43]. The yield is 0.700.